From a dataset of TCR-epitope binding with 47,182 pairs between 192 epitopes and 23,139 TCRs. Binary Classification. Given a T-cell receptor sequence (or CDR3 region) and an epitope sequence, predict whether binding occurs between them. (1) The epitope is NLSALGIFST. The TCR CDR3 sequence is CRVGPNTEAFF. Result: 0 (the TCR does not bind to the epitope). (2) The epitope is EHPTFTSQYRIQGKL. The TCR CDR3 sequence is CASSYSQRSSSYEQYF. Result: 0 (the TCR does not bind to the epitope). (3) The epitope is QASQEVKNW. The TCR CDR3 sequence is CASSAGQFSYNSPLHF. Result: 0 (the TCR does not bind to the epitope). (4) The epitope is YFPLQSYGF. The TCR CDR3 sequence is CASSNIAGGGETQYF. Result: 1 (the TCR binds to the epitope). (5) The epitope is YLDAYNMMI. The TCR CDR3 sequence is CAISPDRNNSPLHF. Result: 0 (the TCR does not bind to the epitope). (6) The epitope is TLIGDCATV. The TCR CDR3 sequence is CASRDRGDEQYF. Result: 1 (the TCR binds to the epitope). (7) The epitope is GTITVEELK. The TCR CDR3 sequence is CASSFGGAISYNEQFF. Result: 0 (the TCR does not bind to the epitope). (8) The epitope is KLPDDFTGCV. The TCR CDR3 sequence is CASSQARDRAGYTEAFF. Result: 1 (the TCR binds to the epitope).